From a dataset of Reaction yield outcomes from USPTO patents with 853,638 reactions. Predict the reaction yield, written as a fraction of the theoretical maximum amount of product (1.0 means a 100% yield; for example, 0.34 means a 34% yield). The reactants are [NH:1]1[CH2:5][CH2:4][CH2:3][CH2:2]1.[CH2:6](N(CC)CC)C.Br[CH:14]([CH3:19])[C:15]([O:17][CH3:18])=[O:16]. The catalyst is C1COCC1. The product is [CH2:18]([O:17][C:15](=[O:16])[CH:14]([N:1]1[CH2:5][CH2:4][CH2:3][CH2:2]1)[CH3:19])[CH3:6]. The yield is 0.400.